From a dataset of NCI-60 drug combinations with 297,098 pairs across 59 cell lines. Regression. Given two drug SMILES strings and cell line genomic features, predict the synergy score measuring deviation from expected non-interaction effect. Cell line: SF-539. Drug 1: CNC(=O)C1=CC=CC=C1SC2=CC3=C(C=C2)C(=NN3)C=CC4=CC=CC=N4. Drug 2: COCCOC1=C(C=C2C(=C1)C(=NC=N2)NC3=CC=CC(=C3)C#C)OCCOC.Cl. Synergy scores: CSS=8.44, Synergy_ZIP=-1.96, Synergy_Bliss=-1.12, Synergy_Loewe=-5.30, Synergy_HSA=-0.466.